This data is from Full USPTO retrosynthesis dataset with 1.9M reactions from patents (1976-2016). The task is: Predict the reactants needed to synthesize the given product. The reactants are: [C:1]([O:5][C:6](=[O:15])[CH2:7][C:8]1[C:9]([CH3:14])=[N:10][NH:11][C:12]=1[CH3:13])([CH3:4])([CH3:3])[CH3:2].CC(=O)CC(=O)C.[F:23][C:24]1[CH:31]=[C:30]([N+:32]([O-:34])=[O:33])[CH:29]=[CH:28][C:25]=1[CH2:26]Br.C([O-])([O-])=O.[K+].[K+]. Given the product [C:1]([O:5][C:6](=[O:15])[CH2:7][C:8]1[C:12]([CH3:13])=[N:11][N:10]([CH2:26][C:25]2[CH:28]=[CH:29][C:30]([N+:32]([O-:34])=[O:33])=[CH:31][C:24]=2[F:23])[C:9]=1[CH3:14])([CH3:4])([CH3:3])[CH3:2], predict the reactants needed to synthesize it.